From a dataset of Forward reaction prediction with 1.9M reactions from USPTO patents (1976-2016). Predict the product of the given reaction. Given the reactants C([O:3][C:4]([C:6]1[NH:10][C:9]2[CH:11]=[CH:12][S:13][C:8]=2[CH:7]=1)=O)C.[NH3:14].[OH-].[Li+], predict the reaction product. The product is: [S:13]1[C:8]2[CH:7]=[C:6]([C:4]([NH2:14])=[O:3])[NH:10][C:9]=2[CH:11]=[CH:12]1.